Dataset: NCI-60 drug combinations with 297,098 pairs across 59 cell lines. Task: Regression. Given two drug SMILES strings and cell line genomic features, predict the synergy score measuring deviation from expected non-interaction effect. (1) Drug 1: C1C(C(OC1N2C=NC3=C2NC=NCC3O)CO)O. Drug 2: CC12CCC3C(C1CCC2OP(=O)(O)O)CCC4=C3C=CC(=C4)OC(=O)N(CCCl)CCCl.[Na+]. Cell line: TK-10. Synergy scores: CSS=8.43, Synergy_ZIP=-6.26, Synergy_Bliss=1.19, Synergy_Loewe=-1.50, Synergy_HSA=-1.28. (2) Drug 1: CCC1(CC2CC(C3=C(CCN(C2)C1)C4=CC=CC=C4N3)(C5=C(C=C6C(=C5)C78CCN9C7C(C=CC9)(C(C(C8N6C)(C(=O)OC)O)OC(=O)C)CC)OC)C(=O)OC)O.OS(=O)(=O)O. Drug 2: C(CCl)NC(=O)N(CCCl)N=O. Cell line: SNB-19. Synergy scores: CSS=5.17, Synergy_ZIP=-0.620, Synergy_Bliss=1.29, Synergy_Loewe=-1.18, Synergy_HSA=-0.997.